This data is from Full USPTO retrosynthesis dataset with 1.9M reactions from patents (1976-2016). The task is: Predict the reactants needed to synthesize the given product. (1) Given the product [F:1][C:2]1[CH:3]=[C:4]2[C:9](=[CH:10][CH:11]=1)[N:8]=[C:7]([O:12][CH3:13])[C:6]([NH:14][C:15]([N:29]1[CH2:30][CH2:31][N:26]([C:20]3[CH:25]=[CH:24][CH:23]=[CH:22][CH:21]=3)[CH2:27][CH2:28]1)=[O:19])=[N:5]2, predict the reactants needed to synthesize it. The reactants are: [F:1][C:2]1[CH:3]=[C:4]2[C:9](=[CH:10][CH:11]=1)[N:8]=[C:7]([O:12][CH3:13])[C:6]([NH:14][C:15](=[O:19])OCC)=[N:5]2.[C:20]1([N:26]2[CH2:31][CH2:30][NH:29][CH2:28][CH2:27]2)[CH:25]=[CH:24][CH:23]=[CH:22][CH:21]=1.C1CCN2C(=NCCC2)CC1. (2) Given the product [Br:8][C:5]1[CH:6]=[CH:7][C:2]([N:15]2[CH2:16][CH2:17][N:12]([CH:9]([CH3:11])[CH3:10])[CH2:13][CH2:14]2)=[N:3][CH:4]=1, predict the reactants needed to synthesize it. The reactants are: Br[C:2]1[CH:7]=[CH:6][C:5]([Br:8])=[CH:4][N:3]=1.[CH:9]([N:12]1[CH2:17][CH2:16][NH:15][CH2:14][CH2:13]1)([CH3:11])[CH3:10].C1CCN2C(=NCCC2)CC1.